From a dataset of Full USPTO retrosynthesis dataset with 1.9M reactions from patents (1976-2016). Predict the reactants needed to synthesize the given product. (1) Given the product [Cl:1][C@H:2]1[C@H:6]([CH2:7][CH2:8][CH2:9][CH2:10][CH2:11][CH2:12][C:13]([O:15][CH2:16][CH2:17][CH3:18])=[O:14])[C@@H:5](/[CH:19]=[CH:20]/[C@@H:21]([OH:28])[CH2:22][CH2:23][CH2:24][C@H:25]([OH:27])[CH3:26])[C@H:4]([OH:29])[CH2:3]1, predict the reactants needed to synthesize it. The reactants are: [Cl:1][C@H:2]1[C@H:6]([CH2:7][CH2:8][CH2:9][CH2:10][CH2:11][CH2:12][C:13]([O:15][CH2:16][CH2:17][CH3:18])=[O:14])[C@@H:5](/[CH:19]=[CH:20]/[C@@H:21]([OH:28])[CH2:22][CH2:23][CH2:24][C@H:25]([OH:27])[CH3:26])[C@H:4]([O:29]C2CCCCO2)[CH2:3]1.C1(C)C=CC(S([O-])(=O)=O)=CC=1.[NH+]1C=CC=CC=1. (2) Given the product [F:21][C:20]([F:23])([F:22])[C:18]([C:7]1[C:8]2[C:13](=[CH:12][CH:11]=[CH:10][C:9]=2[C:14]([F:17])([F:15])[F:16])[N:5]([CH2:4][CH2:3][O:2][CH3:1])[CH:6]=1)=[O:19], predict the reactants needed to synthesize it. The reactants are: [CH3:1][O:2][CH2:3][CH2:4][N:5]1[C:13]2[C:8](=[C:9]([C:14]([F:17])([F:16])[F:15])[CH:10]=[CH:11][CH:12]=2)[CH:7]=[CH:6]1.[C:18](O[C:18]([C:20]([F:23])([F:22])[F:21])=[O:19])([C:20]([F:23])([F:22])[F:21])=[O:19].